The task is: Regression. Given two drug SMILES strings and cell line genomic features, predict the synergy score measuring deviation from expected non-interaction effect.. This data is from NCI-60 drug combinations with 297,098 pairs across 59 cell lines. (1) Drug 1: CC1=CC=C(C=C1)C2=CC(=NN2C3=CC=C(C=C3)S(=O)(=O)N)C(F)(F)F. Drug 2: CN1C2=C(C=C(C=C2)N(CCCl)CCCl)N=C1CCCC(=O)O.Cl. Cell line: SR. Synergy scores: CSS=-0.0325, Synergy_ZIP=7.79, Synergy_Bliss=2.37, Synergy_Loewe=-5.00, Synergy_HSA=-3.89. (2) Drug 1: CC1CCC2CC(C(=CC=CC=CC(CC(C(=O)C(C(C(=CC(C(=O)CC(OC(=O)C3CCCCN3C(=O)C(=O)C1(O2)O)C(C)CC4CCC(C(C4)OC)OCCO)C)C)O)OC)C)C)C)OC. Drug 2: C1CCC(C(C1)N)N.C(=O)(C(=O)[O-])[O-].[Pt+4]. Cell line: M14. Synergy scores: CSS=12.1, Synergy_ZIP=-7.34, Synergy_Bliss=-2.01, Synergy_Loewe=-2.37, Synergy_HSA=-0.876. (3) Drug 1: CC12CCC(CC1=CCC3C2CCC4(C3CC=C4C5=CN=CC=C5)C)O. Drug 2: B(C(CC(C)C)NC(=O)C(CC1=CC=CC=C1)NC(=O)C2=NC=CN=C2)(O)O. Cell line: NCI-H226. Synergy scores: CSS=2.23, Synergy_ZIP=5.48, Synergy_Bliss=1.05, Synergy_Loewe=0.288, Synergy_HSA=-0.444.